This data is from Experimentally validated miRNA-target interactions with 360,000+ pairs, plus equal number of negative samples. The task is: Binary Classification. Given a miRNA mature sequence and a target amino acid sequence, predict their likelihood of interaction. (1) The miRNA is hsa-miR-519e-5p with sequence UUCUCCAAAAGGGAGCACUUUC. The protein sequence of the target gene is MGGSASSQLDEGKCAYIRGKTEAAIKNFSPYYSRQYSVAFCNHVRTEVEQQRDLTSQFLKTKPPLAPGTILYEAELSQFSEDIKKWKERYVVVKNDYAVESYENKEAYQRGAAPKCRILPAGGKVLTSEDEYNLLSDRHFPDPLASSEKENTQPFVVLPKEFPVYLWQPFFRHGYFCFHEAADQKRFSALLSDCVRHLNHDYMKQMTFEAQAFLEAVQFFRQEKGHYGSWEMITGDEIQILSNLVMEELLPTLQTDLLPKMKGKKNDRKRTWLGLLEEAYTLVQHQVSEGLSALKEECRA.... Result: 1 (interaction). (2) The miRNA is hsa-miR-512-3p with sequence AAGUGCUGUCAUAGCUGAGGUC. The protein sequence of the target gene is MSCVLGGVIPLGLLFLVCGSQGYLLPNVTLLEELLSKYQHNESHSRVRRAIPREDKEEILMLHNKLRGQVQPQASNMEYMTWDDELEKSAAAWASQCIWEHGPTSLLVSIGQNLGAHWGRYRSPGFHVQSWYDEVKDYTYPYPSECNPWCPERCSGPMCTHYTQIVWATTNKIGCAVNTCRKMTVWGEVWENAVYFVCNYSPKGNWIGEAPYKNGRPCSECPPSYGGSCRNNLCYREETYTPKPETDEMNEVETAPIPEENHVWLQPRVMRPTKPKKTSAVNYMTQVVRCDTKMKDRCKG.... Result: 1 (interaction). (3) The miRNA is hsa-miR-644a with sequence AGUGUGGCUUUCUUAGAGC. The protein sequence of the target gene is MADERKDEAKAPHWTSAPLTEASAHSHPPEIKDQGGAGEGLVRSANGFPYREDEEGAFGEHGSQGTYSNTKENGINGELTSADRETAEEVSARIVQVVTAEAVAVLKGEQEKEAQHKDQTAALPLAAEETANLPPSPPPSPASEQTVTVEEDLLTASKMEFHDQQELTPSTAEPSDQKEKESEKQSKPGEDLKHAALVSQPETTKTYPDKKDMQGTEEEKAPLALFGHTLVASLEDMKQKTEPSLVVPGIDLPKEPPTPKEQKDWFIEMPTEAKKDEWGLVAPISPGPLTPMREKDVFDD.... Result: 1 (interaction). (4) The miRNA is mmu-miR-1306-5p with sequence CACCACCUCCCCUGCAAACGUCC. The protein sequence of the target gene is MLRHGALTALWITLSVVQTGVAEQVKCNFTLLESRVSSLSASIQWRTFASPCNFSLIYSSDTSGPMWCHPIRIDNFTYGCNPKDLQAGTVYNFRIVSLDGEESTLVLQTDPLPPARFEVNREKTASTTLQVRWTPSSGKVSWYEVQLFDHNNQKIQEVQVQESTTWSQYTFLNLTEGNSYKVAITAVSGEKRSFPVYINGSTVPSPVKDLGISPNPNSLLISWSRGSGNVEQYRLVLMDKGAIVQDTNVDRRDTSYAFHELTPGHLYNLTIVTMASGLQNSRWKLVRTAPMEVSNLKVTN.... Result: 1 (interaction). (5) The miRNA is hsa-miR-142-5p with sequence CAUAAAGUAGAAAGCACUACU. The protein sequence of the target gene is MSSEVSARRDAKKLVRSPSGLRMVPEHRAFGSPFGLEEPQWVPDKECRRCMQCDAKFDFLTRKHHCRRCGKCFCDRCCSQKVPLRRMCFVDPVRQCAECALVSLKEAEFYDKQLKVLLSGATFLVTFGNSEKPETMTCRLSNNQRYLFLDGDSHYEIEIVHISTVQILTEGFPPGGGNARATGMFLQYTVPGTEGVTQLKLTVVEDVTVGRRQAVAWLVAMHKAAKLLYESRDQ. Result: 1 (interaction). (6) The miRNA is hsa-miR-6779-5p with sequence CUGGGAGGGGCUGGGUUUGGC. The protein sequence of the target gene is MWTVRTEGGHFPLHSPTFSWRNVAFLLLLSLALEWTSAMLTKKIKHKPGLCPKERLTCTTELPDSCNTDFDCKEYQKCCFFACQKKCMDPFQEPCMLPVRHGNCNHEAQRWHFDFKNYRCTPFKYRGCEGNANNFLNEDACRTACMLIVKDGQCPLFPFTERKECPPSCHSDIDCPQTDKCCESRCGFVCARAWTVKKGFCPRKPLLCTKIDKPKCLQDEECPLVEKCCSHCGLKCMDPRR. Result: 1 (interaction).